Dataset: Forward reaction prediction with 1.9M reactions from USPTO patents (1976-2016). Task: Predict the product of the given reaction. (1) Given the reactants [Cl:1][C:2]1[C:25]([O:26][CH3:27])=[CH:24][CH:23]=[CH:22][C:3]=1[O:4][C:5]1[CH2:9][N:8]([CH:10]([CH2:14][CH:15]2[CH2:20][CH2:19][O:18][CH2:17][CH2:16]2)[C:11](O)=[O:12])[C:7](=[O:21])[CH:6]=1.CN(C)CCCN=C=NCC.ON1C2C=CC=CC=2N=N1.[NH2:49][C:50]1[CH:54]=[CH:53][N:52]([CH2:55][C:56]([CH3:59])([OH:58])[CH3:57])[N:51]=1, predict the reaction product. The product is: [Cl:1][C:2]1[C:25]([O:26][CH3:27])=[CH:24][CH:23]=[CH:22][C:3]=1[O:4][C:5]1[CH2:9][N:8]([CH:10]([CH2:14][CH:15]2[CH2:20][CH2:19][O:18][CH2:17][CH2:16]2)[C:11]([NH:49][C:50]2[CH:54]=[CH:53][N:52]([CH2:55][C:56]([OH:58])([CH3:57])[CH3:59])[N:51]=2)=[O:12])[C:7](=[O:21])[CH:6]=1. (2) Given the reactants [Cl-].[CH3:2][O:3]C[P+](C1C=CC=CC=1)(C1C=CC=CC=1)C1C=CC=CC=1.CC([O-])(C)C.[K+].[CH3:30][N:31]([CH2:33][CH:34]1[CH2:39][CH2:38][C:37](=O)[CH2:36][CH2:35]1)[CH3:32].O, predict the reaction product. The product is: [CH3:30][N:31]([CH2:33][CH:34]1[CH2:39][CH2:38][CH:37]([CH:2]=[O:3])[CH2:36][CH2:35]1)[CH3:32]. (3) Given the reactants [C:1]([O:5][C:6]([N:8]1[CH2:13][CH2:12][N:11]([C:14]2[C:19]([CH3:20])=[CH:18][C:17](Br)=[CH:16][N:15]=2)[CH2:10][C@H:9]1[CH3:22])=[O:7])([CH3:4])([CH3:3])[CH3:2].[CH3:23][N:24](C=O)C, predict the reaction product. The product is: [C:1]([O:5][C:6]([N:8]1[CH2:13][CH2:12][N:11]([C:14]2[C:19]([CH3:20])=[CH:18][C:17]([C:23]#[N:24])=[CH:16][N:15]=2)[CH2:10][C@H:9]1[CH3:22])=[O:7])([CH3:4])([CH3:3])[CH3:2]. (4) Given the reactants [C:1]([O:5][C:6]([N:8]1[C:16]2[C:11](=[CH:12][C:13]([C:17](O)=[O:18])=[CH:14][CH:15]=2)[CH:10]=[C:9]1[C:20]1[CH:21]=[CH:22][C:23]([Cl:30])=[C:24]2[C:28]=1[C:27](=[O:29])[NH:26][CH2:25]2)=[O:7])([CH3:4])([CH3:3])[CH3:2].CCN=C=NCCCN(C)C.C1C=C2N=NN(O)C2=CC=1.O.[C:53]([O:57][C:58]([N:60]1[CH2:65][CH2:64][NH:63][CH2:62][CH2:61]1)=[O:59])([CH3:56])([CH3:55])[CH3:54], predict the reaction product. The product is: [Cl:30][C:23]1[CH:22]=[CH:21][C:20]([C:9]2[N:8]([C:6]([O:5][C:1]([CH3:4])([CH3:2])[CH3:3])=[O:7])[C:16]3[C:11]([CH:10]=2)=[CH:12][C:13]([C:17]([N:63]2[CH2:62][CH2:61][N:60]([C:58]([O:57][C:53]([CH3:56])([CH3:55])[CH3:54])=[O:59])[CH2:65][CH2:64]2)=[O:18])=[CH:14][CH:15]=3)=[C:28]2[C:24]=1[CH2:25][NH:26][C:27]2=[O:29]. (5) Given the reactants [CH2:1]([C:8]1[CH:17]=[C:16]2[C:11]([C:12]([OH:23])=[C:13]([C:19](OC)=[O:20])[C:14](=[O:18])[NH:15]2)=[N:10][CH:9]=1)[C:2]1[CH:7]=[CH:6][CH:5]=[CH:4][CH:3]=1.Cl.[NH2:25][OH:26].C[O-].[Na+].CO.Cl, predict the reaction product. The product is: [CH2:1]([C:8]1[CH:17]=[C:16]2[C:11]([C:12]([OH:23])=[C:13]([C:19]([NH:25][OH:26])=[O:20])[C:14](=[O:18])[NH:15]2)=[N:10][CH:9]=1)[C:2]1[CH:7]=[CH:6][CH:5]=[CH:4][CH:3]=1. (6) Given the reactants [CH2:1]([OH:4])[CH2:2][OH:3].B(F)(F)F.CCOCC.[C:14]([C:22]1[CH:29]=[CH:28][C:25]([C:26]#[N:27])=[CH:24][CH:23]=1)(=O)[C:15]1[CH:20]=[CH:19][CH:18]=[CH:17][CH:16]=1, predict the reaction product. The product is: [C:15]1([C:14]2([C:22]3[CH:23]=[CH:24][C:25]([C:26]#[N:27])=[CH:28][CH:29]=3)[O:4][CH2:1][CH2:2][O:3]2)[CH:16]=[CH:17][CH:18]=[CH:19][CH:20]=1. (7) Given the reactants [C:1]1([OH:7])[CH:6]=[CH:5][CH:4]=[CH:3][CH:2]=1.[H-].[Na+].[CH2:10]([NH:12][C:13]1[CH:18]=[C:17](F)[CH:16]=[CH:15][C:14]=1[N+:20]([O-:22])=[O:21])[CH3:11].O, predict the reaction product. The product is: [CH2:10]([NH:12][C:13]1[CH:18]=[C:17]([O:7][C:1]2[CH:6]=[CH:5][CH:4]=[CH:3][CH:2]=2)[CH:16]=[CH:15][C:14]=1[N+:20]([O-:22])=[O:21])[CH3:11].